From a dataset of Peptide-MHC class II binding affinity with 134,281 pairs from IEDB. Regression. Given a peptide amino acid sequence and an MHC pseudo amino acid sequence, predict their binding affinity value. This is MHC class II binding data. (1) The peptide sequence is VIPANWKPDTVYTSK. The MHC is HLA-DQA10501-DQB10201 with pseudo-sequence HLA-DQA10501-DQB10201. The binding affinity (normalized) is 0.0931. (2) The peptide sequence is FPCQEWQEVDSILGF. The MHC is HLA-DQA10201-DQB10402 with pseudo-sequence HLA-DQA10201-DQB10402. The binding affinity (normalized) is 0. (3) The peptide sequence is NPMTVFWSKMAQSMT. The MHC is HLA-DQA10201-DQB10202 with pseudo-sequence HLA-DQA10201-DQB10202. The binding affinity (normalized) is 0.108. (4) The peptide sequence is VGSDWRFLRGYHQYAYDG. The MHC is DRB1_1502 with pseudo-sequence DRB1_1502. The binding affinity (normalized) is 0.467. (5) The peptide sequence is YDKFLKNVSTVLTGK. The MHC is DRB1_0401 with pseudo-sequence DRB1_0401. The binding affinity (normalized) is 0.719.